The task is: Predict the reactants needed to synthesize the given product.. This data is from Full USPTO retrosynthesis dataset with 1.9M reactions from patents (1976-2016). (1) Given the product [O:29]1[C:30]2[CH:36]=[CH:35][CH:34]=[CH:33][C:31]=2[N:32]=[C:28]1[C:3]1[C:2]([NH2:1])=[N:7][CH:6]=[C:5]([C:8]2[CH:9]=[N:10][N:11]([CH2:13][CH2:14][N:15]3[CH2:20][CH2:19][NH:18][CH2:17][CH2:16]3)[CH:12]=2)[CH:4]=1, predict the reactants needed to synthesize it. The reactants are: [NH2:1][C:2]1[N:7]=[CH:6][C:5]([C:8]2[CH:9]=[N:10][N:11]([CH2:13][CH2:14][N:15]3[CH2:20][CH2:19][N:18](C(OC(C)(C)C)=O)[CH2:17][CH2:16]3)[CH:12]=2)=[CH:4][C:3]=1[C:28]1[O:29][C:30]2[CH:36]=[CH:35][CH:34]=[CH:33][C:31]=2[N:32]=1.N. (2) Given the product [Cl:8][C:9]1[CH:10]=[C:11]([N:12]2[CH:32]=[C:31]([C:30]([O:29][CH2:27][CH3:28])=[O:33])[N:25]=[N:26]2)[CH:13]=[CH:14][C:15]=1[O:16][CH:17]([CH3:19])[CH3:18], predict the reactants needed to synthesize it. The reactants are: N(OC(C)(C)C)=O.[Cl:8][C:9]1[CH:10]=[C:11]([CH:13]=[CH:14][C:15]=1[O:16][CH:17]([CH3:19])[CH3:18])[NH2:12].[Si](N=[N+:25]=[N-:26])(C)(C)C.[CH2:27]([O:29][C:30](=[O:33])[C:31]#[CH:32])[CH3:28].O=C1O[C@H]([C@H](CO)O)C([O-])=C1O.[Na+]. (3) Given the product [C:15]([O:19][C:20](=[O:30])[CH2:21][N:22]([CH2:23][C:24]1[CH:29]=[CH:28][CH:27]=[CH:26][CH:25]=1)[CH2:2][C:3]1[CH:12]=[C:11]2[C:6]([C:7]([Cl:14])=[CH:8][N:9]=[C:10]2[Cl:13])=[CH:5][CH:4]=1)([CH3:18])([CH3:16])[CH3:17], predict the reactants needed to synthesize it. The reactants are: Cl[CH2:2][C:3]1[CH:12]=[C:11]2[C:6]([C:7]([Cl:14])=[CH:8][N:9]=[C:10]2[Cl:13])=[CH:5][CH:4]=1.[C:15]([O:19][C:20](=[O:30])[CH2:21][NH:22][CH2:23][C:24]1[CH:29]=[CH:28][CH:27]=[CH:26][CH:25]=1)([CH3:18])([CH3:17])[CH3:16].CCN(CC)CC. (4) Given the product [O:1]=[C:2]1[CH2:7][O:6][C:5]2[N:8]=[C:9]([C:18]3[CH:23]=[CH:22][C:21]([C:24]4([NH:28][C:29](=[O:35])[O:30][C:31]([CH3:32])([CH3:34])[CH3:33])[CH2:25][CH2:26][CH2:27]4)=[CH:20][CH:19]=3)[C:10]([C:12]3[CH:13]=[CH:14][CH:15]=[CH:16][CH:17]=3)=[CH:11][C:4]=2[N:3]1[CH2:43][C:44]([F:47])([F:46])[F:45], predict the reactants needed to synthesize it. The reactants are: [O:1]=[C:2]1[CH2:7][O:6][C:5]2[N:8]=[C:9]([C:18]3[CH:23]=[CH:22][C:21]([C:24]4([NH:28][C:29](=[O:35])[O:30][C:31]([CH3:34])([CH3:33])[CH3:32])[CH2:27][CH2:26][CH2:25]4)=[CH:20][CH:19]=3)[C:10]([C:12]3[CH:17]=[CH:16][CH:15]=[CH:14][CH:13]=3)=[CH:11][C:4]=2[NH:3]1.C(=O)([O-])[O-].[K+].[K+].Br[CH2:43][C:44]([F:47])([F:46])[F:45]. (5) Given the product [F:1][C:2]1[C:7]2[C:8]([C:18]([NH:19][CH3:20])=[O:21])=[C:9]([C:11]3[CH:12]=[CH:13][C:14]([F:17])=[CH:15][CH:16]=3)[O:10][C:6]=2[CH:5]=[CH:4][C:3]=1[C:22]1[CH:30]=[C:26]([C:27](=[O:28])[NH:44][C:41]2([C:37]3[N:36]=[C:35]([CH3:34])[CH:40]=[CH:39][N:38]=3)[CH2:43][CH2:42]2)[C:25]([O:31][CH3:32])=[CH:24][C:23]=1[CH3:33], predict the reactants needed to synthesize it. The reactants are: [F:1][C:2]1[C:7]2[C:8]([C:18](=[O:21])[NH:19][CH3:20])=[C:9]([C:11]3[CH:16]=[CH:15][C:14]([F:17])=[CH:13][CH:12]=3)[O:10][C:6]=2[CH:5]=[CH:4][C:3]=1[C:22]1[C:23]([CH3:33])=[CH:24][C:25]([O:31][CH3:32])=[C:26]([CH:30]=1)[C:27](O)=[O:28].[CH3:34][C:35]1[CH:40]=[CH:39][N:38]=[C:37]([C:41]2([NH2:44])[CH2:43][CH2:42]2)[N:36]=1.C(N(CC)CC)C. (6) The reactants are: [CH3:1][C:2]([C:8]1[N:12]([CH3:13])[C:11]([C:14]2[CH:19]=[CH:18][CH:17]=[CH:16][CH:15]=2)=[N:10][N:9]=1)([CH3:7])[CH2:3][CH2:4][CH2:5][OH:6].CC(OI1(OC(C)=O)(OC(C)=O)OC(=O)C2C=CC=CC1=2)=O.[O-]S([O-])(=S)=O.[Na+].[Na+]. Given the product [CH3:7][C:2]([C:8]1[N:12]([CH3:13])[C:11]([C:14]2[CH:19]=[CH:18][CH:17]=[CH:16][CH:15]=2)=[N:10][N:9]=1)([CH3:1])[CH2:3][CH2:4][CH:5]=[O:6], predict the reactants needed to synthesize it. (7) Given the product [N:12]1([CH:7]2[CH2:6][CH2:5][C:4]3[CH:3]=[C:2]([C:35]([N:18]4[CH2:22][CH2:21][CH2:20][CH:19]4[CH2:23][N:24]4[CH2:28][CH2:27][CH2:26][CH2:25]4)=[O:40])[CH:11]=[CH:10][C:9]=3[CH2:8]2)[CH2:17][CH2:16][O:15][CH2:14][CH2:13]1, predict the reactants needed to synthesize it. The reactants are: Br[C:2]1[CH:3]=[C:4]2[C:9](=[CH:10][CH:11]=1)[CH2:8][CH:7]([N:12]1[CH2:17][CH2:16][O:15][CH2:14][CH2:13]1)[CH2:6][CH2:5]2.[NH:18]1[CH2:22][CH2:21][CH2:20][C@H:19]1[CH2:23][N:24]1[CH2:28][CH2:27][CH2:26][CH2:25]1.BrC1C=C2C(=CC=1)C[C:35](=[O:40])CC2.N1CCOCC1.